From a dataset of Reaction yield outcomes from USPTO patents with 853,638 reactions. Predict the reaction yield, written as a fraction of the theoretical maximum amount of product (1.0 means a 100% yield; for example, 0.34 means a 34% yield). The reactants are [CH3:1][O:2][C:3]1[N:4]=[C:5]2[C:10](=[CH:11][CH:12]=1)[N:9]=[CH:8][CH:7]=[C:6]2[N:13]1[CH:21]=[C:20]2[C:15]([CH2:16][CH2:17][CH:18]([NH2:22])[CH2:19]2)=[N:14]1.C([O-])([O-])=O.[K+].[K+].Cl[CH2:30][C:31]([NH:33][C:34]1[CH:39]=[C:38]([F:40])[CH:37]=[C:36]([F:41])[CH:35]=1)=[O:32].[Na+].[I-]. The catalyst is CN(C=O)C.CCOC(C)=O. The product is [F:40][C:38]1[CH:39]=[C:34]([NH:33][C:31](=[O:32])[CH2:30][NH:22][CH:18]2[CH2:17][CH2:16][C:15]3[C:20](=[CH:21][N:13]([C:6]4[C:5]5[C:10](=[CH:11][CH:12]=[C:3]([O:2][CH3:1])[N:4]=5)[N:9]=[CH:8][CH:7]=4)[N:14]=3)[CH2:19]2)[CH:35]=[C:36]([F:41])[CH:37]=1. The yield is 0.640.